From a dataset of Catalyst prediction with 721,799 reactions and 888 catalyst types from USPTO. Predict which catalyst facilitates the given reaction. (1) Reactant: [F:1][C:2]([F:31])([F:30])[C:3]1[CH:29]=[CH:28][C:6]([C:7]([C:9]2[CH:10]=[N:11][CH:12]=[CH:13][C:14]=2[CH2:15][CH2:16][N:17]2C(=O)C3C(=CC=CC=3)C2=O)=O)=[CH:5][CH:4]=1.O.NN. Product: [F:1][C:2]([F:31])([F:30])[C:3]1[CH:29]=[CH:28][C:6]([C:7]2[C:9]3[C:14](=[CH:13][CH:12]=[N:11][CH:10]=3)[CH2:15][CH2:16][N:17]=2)=[CH:5][CH:4]=1. The catalyst class is: 14. (2) Reactant: [CH3:1][S:2][C:3]1[CH:8]=[CH:7][CH:6]=[CH:5][C:4]=1[C:9]1[NH:13][CH:12]=[C:11]([CH:14]=[O:15])[CH:10]=1.ClC1C=CC=C(C(OO)=[O:24])C=1.S([O-])([O-])(=O)=S.[Na+].[Na+]. Product: [CH3:1][S:2]([C:3]1[CH:8]=[CH:7][CH:6]=[CH:5][C:4]=1[C:9]1[NH:13][CH:12]=[C:11]([CH:14]=[O:15])[CH:10]=1)=[O:24]. The catalyst class is: 13. (3) Reactant: [CH3:1][O:2][C:3]1[CH:10]=[CH:9][C:6]([CH:7]=[O:8])=[CH:5][CH:4]=1.C(O[CH2:15][CH:16]=[CH2:17])(=O)C.O.CCN(CC)CC.CC1C(C)=C(C)C(C)=C(C)C=1C. Product: [CH3:1][O:2][C:3]1[CH:10]=[CH:9][C:6]([CH:7]([OH:8])[CH2:17][CH:16]=[CH2:15])=[CH:5][CH:4]=1. The catalyst class is: 12. (4) Reactant: [C:1]([O:5][C:6]([N:8]1[CH2:13][CH2:12][N:11]([C:14]([O:16][C:17]([CH3:20])([CH3:19])[CH3:18])=[O:15])[CH2:10][C@@H:9]1[C:21](O)=[O:22])=[O:7])([CH3:4])([CH3:3])[CH3:2].[CH3:24][C@H:25]1[CH2:30][O:29][CH2:28][CH2:27][NH:26]1.CN(C(ON1N=NC2C=CC=NC1=2)=[N+](C)C)C.F[P-](F)(F)(F)(F)F.CCN(C(C)C)C(C)C. Product: [CH3:24][C@H:25]1[CH2:30][O:29][CH2:28][CH2:27][N:26]1[C:21]([C@H:9]1[CH2:10][N:11]([C:14]([O:16][C:17]([CH3:20])([CH3:18])[CH3:19])=[O:15])[CH2:12][CH2:13][N:8]1[C:6]([O:5][C:1]([CH3:4])([CH3:3])[CH3:2])=[O:7])=[O:22]. The catalyst class is: 3.